Predict the reactants needed to synthesize the given product. From a dataset of Full USPTO retrosynthesis dataset with 1.9M reactions from patents (1976-2016). (1) The reactants are: [NH2:1][C:2]1[CH:3]=[C:4]([CH2:8][OH:9])[CH:5]=[CH:6][CH:7]=1.[C:10](O[C:10]([C:12]([F:15])([F:14])[F:13])=[O:11])([C:12]([F:15])([F:14])[F:13])=[O:11]. Given the product [F:13][C:12]([F:14])([F:15])[C:10]([O:9][CH2:8][C:4]1[CH:5]=[CH:6][CH:7]=[C:2]([NH:1][C:10](=[O:11])[C:12]([F:15])([F:14])[F:13])[CH:3]=1)=[O:11], predict the reactants needed to synthesize it. (2) Given the product [F:12][C:6]1[CH:7]=[CH:8][CH:9]=[C:10]([F:11])[C:5]=1[CH2:4][N:1]1[CH:19]=[C:14]([C:15]([O:17][CH3:18])=[O:16])[N:3]=[N:2]1, predict the reactants needed to synthesize it. The reactants are: [N:1]([CH2:4][C:5]1[C:10]([F:11])=[CH:9][CH:8]=[CH:7][C:6]=1[F:12])=[N+:2]=[N-:3].Br[C:14](=[CH2:19])[C:15]([O:17][CH3:18])=[O:16].C(O)(C)(C)C.